This data is from Catalyst prediction with 721,799 reactions and 888 catalyst types from USPTO. The task is: Predict which catalyst facilitates the given reaction. Reactant: [NH2:1][C:2]1[C:3]([C:14]2[CH:23]=[CH:22][C:17]([C:18]([O:20]C)=[O:19])=[C:16]([F:24])[CH:15]=2)=[N:4][C:5]([CH:8]2[CH2:13][CH2:12][O:11][CH2:10][CH2:9]2)=[CH:6][N:7]=1.[Li+].[OH-]. Product: [NH2:1][C:2]1[C:3]([C:14]2[CH:23]=[CH:22][C:17]([C:18]([OH:20])=[O:19])=[C:16]([F:24])[CH:15]=2)=[N:4][C:5]([CH:8]2[CH2:13][CH2:12][O:11][CH2:10][CH2:9]2)=[CH:6][N:7]=1. The catalyst class is: 36.